Dataset: Reaction yield outcomes from USPTO patents with 853,638 reactions. Task: Predict the reaction yield, written as a fraction of the theoretical maximum amount of product (1.0 means a 100% yield; for example, 0.34 means a 34% yield). The reactants are Cl[C:2]1[CH:3]=[CH:4][C:5]2[N:6]([C:8]([C:11]3[CH:16]=[CH:15][CH:14]=[C:13]([O:17][C:18]([F:21])([F:20])[F:19])[CH:12]=3)=[CH:9][N:10]=2)[N:7]=1.[C:22]1([OH:29])(O)[CH2:27][CH2:26][CH2:25][CH2:24][CH2:23]1.CC(C)([O-:33])C.[K+].C1C=CC(P(C2C(C3C(P(C4C=CC=CC=4)C4C=CC=CC=4)=CC=C4C=3C=CC=C4)=C3C(C=CC=C3)=CC=2)C2C=CC=CC=2)=CC=1. The catalyst is C1(C)C=CC=CC=1.C1C=CC(/C=C/C(/C=C/C2C=CC=CC=2)=O)=CC=1.C1C=CC(/C=C/C(/C=C/C2C=CC=CC=2)=O)=CC=1.C1C=CC(/C=C/C(/C=C/C2C=CC=CC=2)=O)=CC=1.[Pd].[Pd].CO.C(Cl)Cl. The product is [F:19][C:18]([F:21])([F:20])[O:17][C:13]1[CH:12]=[C:11]([C:8]2[N:6]3[N:7]=[C:2]([O:29][CH:22]4[CH2:23][CH2:24][CH:25]([OH:33])[CH2:26][CH2:27]4)[CH:3]=[CH:4][C:5]3=[N:10][CH:9]=2)[CH:16]=[CH:15][CH:14]=1. The yield is 0.130.